This data is from NCI-60 drug combinations with 297,098 pairs across 59 cell lines. The task is: Regression. Given two drug SMILES strings and cell line genomic features, predict the synergy score measuring deviation from expected non-interaction effect. (1) Drug 1: CN(C)C1=NC(=NC(=N1)N(C)C)N(C)C. Drug 2: CC1=C(N=C(N=C1N)C(CC(=O)N)NCC(C(=O)N)N)C(=O)NC(C(C2=CN=CN2)OC3C(C(C(C(O3)CO)O)O)OC4C(C(C(C(O4)CO)O)OC(=O)N)O)C(=O)NC(C)C(C(C)C(=O)NC(C(C)O)C(=O)NCCC5=NC(=CS5)C6=NC(=CS6)C(=O)NCCC[S+](C)C)O. Cell line: HS 578T. Synergy scores: CSS=5.43, Synergy_ZIP=-4.22, Synergy_Bliss=-0.405, Synergy_Loewe=-31.1, Synergy_HSA=-10.9. (2) Drug 1: CCCCCOC(=O)NC1=NC(=O)N(C=C1F)C2C(C(C(O2)C)O)O. Drug 2: CC=C1C(=O)NC(C(=O)OC2CC(=O)NC(C(=O)NC(CSSCCC=C2)C(=O)N1)C(C)C)C(C)C. Cell line: RPMI-8226. Synergy scores: CSS=30.8, Synergy_ZIP=-2.51, Synergy_Bliss=-2.03, Synergy_Loewe=-24.1, Synergy_HSA=-0.203. (3) Drug 1: CC1C(C(=O)NC(C(=O)N2CCCC2C(=O)N(CC(=O)N(C(C(=O)O1)C(C)C)C)C)C(C)C)NC(=O)C3=C4C(=C(C=C3)C)OC5=C(C(=O)C(=C(C5=N4)C(=O)NC6C(OC(=O)C(N(C(=O)CN(C(=O)C7CCCN7C(=O)C(NC6=O)C(C)C)C)C)C(C)C)C)N)C. Drug 2: CC=C1C(=O)NC(C(=O)OC2CC(=O)NC(C(=O)NC(CSSCCC=C2)C(=O)N1)C(C)C)C(C)C. Cell line: T-47D. Synergy scores: CSS=31.3, Synergy_ZIP=-11.0, Synergy_Bliss=-12.1, Synergy_Loewe=-8.00, Synergy_HSA=-7.54. (4) Drug 1: CC1=C(C(CCC1)(C)C)C=CC(=CC=CC(=CC(=O)O)C)C. Drug 2: C1CNP(=O)(OC1)N(CCCl)CCCl. Cell line: T-47D. Synergy scores: CSS=5.72, Synergy_ZIP=-3.06, Synergy_Bliss=-1.42, Synergy_Loewe=-14.0, Synergy_HSA=-1.98.